Dataset: Forward reaction prediction with 1.9M reactions from USPTO patents (1976-2016). Task: Predict the product of the given reaction. Given the reactants C(Cl)(=O)C(Cl)=O.[C:7]([N:14]1[CH2:19][CH2:18][CH:17]([CH2:20][CH2:21]O)[CH2:16][CH2:15]1)([O:9][C:10]([CH3:13])([CH3:12])[CH3:11])=[O:8].CN1CCOCC1.[CH3:30][O:31][C:32]([CH:34]=P(C1C=CC=CC=1)(C1C=CC=CC=1)C1C=CC=CC=1)=[O:33], predict the reaction product. The product is: [C:7]([N:14]1[CH2:15][CH2:16][CH:17]([CH2:20]/[CH:21]=[CH:34]/[C:32]([O:31][CH3:30])=[O:33])[CH2:18][CH2:19]1)([O:9][C:10]([CH3:11])([CH3:12])[CH3:13])=[O:8].